Predict the reactants needed to synthesize the given product. From a dataset of Full USPTO retrosynthesis dataset with 1.9M reactions from patents (1976-2016). (1) Given the product [CH2:5]([O:12][CH2:13][C@H:14]1[O:15][C:2]([NH2:3])=[N:1][CH2:16]1)[C:6]1[CH:11]=[CH:10][CH:9]=[CH:8][CH:7]=1, predict the reactants needed to synthesize it. The reactants are: [N:1]#[C:2][NH2:3].[Na].[CH2:5]([O:12][CH2:13][C@@H:14]1[CH2:16][O:15]1)[C:6]1[CH:11]=[CH:10][CH:9]=[CH:8][CH:7]=1. (2) Given the product [Br:1][C:2]1[S:6][C:5]([CH:7]2[CH2:12][CH2:11][O:10][CH2:9][CH2:8]2)=[CH:4][C:3]=1[CH3:14], predict the reactants needed to synthesize it. The reactants are: [Br:1][C:2]1[S:6][C:5]([C:7]2(O)[CH2:12][CH2:11][O:10][CH2:9][CH2:8]2)=[CH:4][C:3]=1[CH3:14].C([BH3-])#N.[Na+]. (3) Given the product [CH2:9]([C:11]1([CH2:15][O:5][CH2:4][CH2:3][CH2:2][CH2:1][OH:6])[CH2:14][O:13][CH2:12]1)[CH3:10], predict the reactants needed to synthesize it. The reactants are: [CH2:1]([OH:6])[CH2:2][CH2:3][CH2:4][OH:5].[OH-].[Na+].[CH2:9]([C:11]1([CH2:15]OS(C)(=O)=O)[CH2:14][O:13][CH2:12]1)[CH3:10]. (4) Given the product [C:1]([O:5][C:6](=[O:21])[CH2:7][O:8][C:9]1[C:14]2[CH2:15][CH2:16][CH2:17][CH2:18][CH:19]([NH:20][S:38]([C:34]3[CH:35]=[CH:36][CH:37]=[C:32]([Br:31])[CH:33]=3)(=[O:40])=[O:39])[C:13]=2[CH:12]=[CH:11][CH:10]=1)([CH3:4])([CH3:2])[CH3:3], predict the reactants needed to synthesize it. The reactants are: [C:1]([O:5][C:6](=[O:21])[CH2:7][O:8][C:9]1[C:14]2[CH2:15][CH2:16][CH2:17][CH2:18][CH:19]([NH2:20])[C:13]=2[CH:12]=[CH:11][CH:10]=1)([CH3:4])([CH3:3])[CH3:2].C(N(C(C)C)CC)(C)C.[Br:31][C:32]1[CH:33]=[C:34]([S:38](Cl)(=[O:40])=[O:39])[CH:35]=[CH:36][CH:37]=1. (5) Given the product [CH3:50][N:51]([CH3:55])[CH2:52][CH2:53][NH:54][C:25]([C:14]1[C:15]([NH:17][C:18]2[CH:23]=[CH:22][CH:21]=[C:20]([CH3:24])[CH:19]=2)=[N:16][C:11]([NH:10][CH2:9][CH2:8][C:5]2[CH:6]=[CH:7][C:2]([OH:1])=[CH:3][CH:4]=2)=[N:12][CH:13]=1)=[O:27], predict the reactants needed to synthesize it. The reactants are: [OH:1][C:2]1[CH:7]=[CH:6][C:5]([CH2:8][CH2:9][NH:10][C:11]2[N:16]=[C:15]([NH:17][C:18]3[CH:23]=[CH:22][CH:21]=[C:20]([CH3:24])[CH:19]=3)[C:14]([C:25]([OH:27])=O)=[CH:13][N:12]=2)=[CH:4][CH:3]=1.CCN=C=NCCCN(C)C.Cl.C1C=CC2N(O)N=NC=2C=1.[CH3:50][N:51]([CH3:55])[CH2:52][CH2:53][NH2:54]. (6) Given the product [CH:32]1([CH2:31][O:30][C:22]2[CH:23]=[CH:24][C:25]([CH:27]([F:29])[F:28])=[CH:26][C:21]=2[C:20]2[C:15]3[NH:14][C:13]([CH3:35])=[C:12]([C:10]([NH:9][C@H:6]4[CH2:7][CH2:8][C@H:3]([NH:2][C:37](=[O:40])[CH2:38][CH3:39])[C@@H:4]([CH3:36])[CH2:5]4)=[O:11])[C:16]=3[N:17]=[CH:18][N:19]=2)[CH2:34][CH2:33]1, predict the reactants needed to synthesize it. The reactants are: Cl.[NH2:2][C@H:3]1[CH2:8][CH2:7][C@H:6]([NH:9][C:10]([C:12]2[C:16]3[N:17]=[CH:18][N:19]=[C:20]([C:21]4[CH:26]=[C:25]([CH:27]([F:29])[F:28])[CH:24]=[CH:23][C:22]=4[O:30][CH2:31][CH:32]4[CH2:34][CH2:33]4)[C:15]=3[NH:14][C:13]=2[CH3:35])=[O:11])[CH2:5][C@@H:4]1[CH3:36].[C:37](Cl)(=[O:40])[CH2:38][CH3:39]. (7) Given the product [CH3:1][C:2]1[CH:7]=[CH:6][C:5]([S:8]([O:11][CH2:12][CH:13]2[CH2:17][C:16]3[CH:18]=[C:19]([C:23]4[CH:38]=[CH:37][CH:36]=[CH:33][CH:34]=4)[CH:20]=[C:21]([C:24]4[CH:29]=[CH:28][CH:27]=[CH:26][CH:25]=4)[C:15]=3[O:14]2)(=[O:10])=[O:9])=[CH:4][CH:3]=1, predict the reactants needed to synthesize it. The reactants are: [CH3:1][C:2]1[CH:7]=[CH:6][C:5]([S:8]([O:11][CH2:12][CH:13]2[CH2:17][C:16]3[CH:18]=[C:19]([CH3:23])[CH:20]=[C:21](Br)[C:15]=3[O:14]2)(=[O:10])=[O:9])=[CH:4][CH:3]=1.[C:24]1(B(O)O)[CH:29]=[CH:28][CH:27]=[CH:26][CH:25]=1.[CH:33]([C:36]1C=CC=[CH:38][C:37]=1B1OC(C)(C)C(C)(C)O1)(C)[CH3:34].